This data is from Forward reaction prediction with 1.9M reactions from USPTO patents (1976-2016). The task is: Predict the product of the given reaction. (1) Given the reactants [CH3:1][CH:2]([NH2:4])[CH3:3].CCN(C(C)C)C(C)C.[Br:14][C:15]1[CH:20]=[CH:19][C:18]([S:21](Cl)(=[O:23])=[O:22])=[CH:17][CH:16]=1.O, predict the reaction product. The product is: [Br:14][C:15]1[CH:20]=[CH:19][C:18]([S:21]([NH:4][CH:2]([CH3:3])[CH3:1])(=[O:23])=[O:22])=[CH:17][CH:16]=1. (2) Given the reactants [Br:1][C:2]1[CH:7]=[CH:6][C:5]([Cl:8])=[C:4]([CH2:9]Br)[CH:3]=1.[CH3:11][C:12]1[N:17]=[C:16]([SH:18])[N:15]=[C:14]([OH:19])[CH:13]=1.C(N(CC)CC)C, predict the reaction product. The product is: [Br:1][C:2]1[CH:7]=[CH:6][C:5]([Cl:8])=[C:4]([CH2:9][S:18][C:16]2[N:15]=[C:14]([OH:19])[CH:13]=[C:12]([CH3:11])[N:17]=2)[CH:3]=1. (3) Given the reactants [C:1]1([C:23]2[CH:28]=[CH:27][CH:26]=[CH:25][CH:24]=2)[CH:6]=[CH:5][CH:4]=[C:3]([C:7]2[N:22]=[C:10]3[N:11]=[C:12]([CH3:21])[C:13]([CH2:16][C:17]([O:19][CH3:20])=[O:18])=[C:14](O)[N:9]3[N:8]=2)[CH:2]=1.P(Cl)(Cl)([Cl:31])=O.C([O-])(O)=O.[Na+], predict the reaction product. The product is: [C:1]1([C:23]2[CH:28]=[CH:27][CH:26]=[CH:25][CH:24]=2)[CH:6]=[CH:5][CH:4]=[C:3]([C:7]2[N:22]=[C:10]3[N:11]=[C:12]([CH3:21])[C:13]([CH2:16][C:17]([O:19][CH3:20])=[O:18])=[C:14]([Cl:31])[N:9]3[N:8]=2)[CH:2]=1. (4) Given the reactants Br[C:2]1[N:6]2[CH:7]=[CH:8][C:9]([C:11]([F:14])([CH3:13])[CH3:12])=[N:10][C:5]2=[N:4][CH:3]=1.[F:15][C:16]1[C:21]([C:22]2[CH:23]=[N:24][CH:25]=[CH:26][CH:27]=2)=[C:20]([F:28])[CH:19]=[CH:18][C:17]=1B(O)O, predict the reaction product. The product is: [F:28][C:20]1[C:21]([C:22]2[CH:23]=[N:24][CH:25]=[CH:26][CH:27]=2)=[C:16]([F:15])[CH:17]=[CH:18][C:19]=1[C:2]1[N:6]2[CH:7]=[CH:8][C:9]([C:11]([F:14])([CH3:13])[CH3:12])=[N:10][C:5]2=[N:4][CH:3]=1.